Dataset: Catalyst prediction with 721,799 reactions and 888 catalyst types from USPTO. Task: Predict which catalyst facilitates the given reaction. (1) Reactant: C[O:2][C:3](=[O:20])[C:4]1[CH:9]=[CH:8][C:7]([CH2:10][P:11]2(=[O:19])[O:16][CH2:15][C:14]([CH3:18])([CH3:17])[CH2:13][O:12]2)=[CH:6][CH:5]=1.[Li+].[OH-]. Product: [CH3:17][C:14]1([CH3:18])[CH2:15][O:16][P:11]([CH2:10][C:7]2[CH:8]=[CH:9][C:4]([C:3]([OH:20])=[O:2])=[CH:5][CH:6]=2)(=[O:19])[O:12][CH2:13]1. The catalyst class is: 12. (2) Reactant: [NH2:1][C:2]1[S:3][C:4]([C:13]2[CH:14]=[CH:15][C:16](=[O:19])[NH:17][N:18]=2)=[C:5]([C:7]2[CH:12]=[CH:11][CH:10]=[CH:9][CH:8]=2)[N:6]=1.[H-].[Na+].I[CH3:23].O. Product: [NH2:1][C:2]1[S:3][C:4]([C:13]2[CH:14]=[CH:15][C:16](=[O:19])[N:17]([CH3:23])[N:18]=2)=[C:5]([C:7]2[CH:8]=[CH:9][CH:10]=[CH:11][CH:12]=2)[N:6]=1. The catalyst class is: 9. (3) The catalyst class is: 67. Product: [CH:1]1([C:6]2[CH:34]=[CH:33][C:9]([CH2:10][O:11][C:12]3[CH:20]=[CH:19][C:18]4[N:17]5[CH2:21][CH2:22][CH:23]([CH2:24][C:25]([OH:27])=[O:26])[C:16]5=[C:15]([CH3:32])[C:14]=4[CH:13]=3)=[CH:8][C:7]=2[C:35]([F:38])([F:36])[F:37])[CH2:2][CH2:3][CH2:4][CH2:5]1. Reactant: [CH:1]1([C:6]2[CH:34]=[CH:33][C:9]([CH2:10][O:11][C:12]3[CH:20]=[CH:19][C:18]4[N:17]5[CH2:21][CH2:22][CH:23]([CH2:24][C:25]([O:27]C(C)(C)C)=[O:26])[C:16]5=[C:15]([CH3:32])[C:14]=4[CH:13]=3)=[CH:8][C:7]=2[C:35]([F:38])([F:37])[F:36])[CH2:5][CH2:4][CH2:3][CH2:2]1.NC(CS)C(O)=O. (4) Reactant: [CH3:1][O:2][C:3]1[CH:4]=[C:5]([NH:11][C:12]2[C:13]3[N:29]=[CH:28][S:27][C:14]=3[N:15]=[C:16]([N:18]3[CH2:23][CH2:22][CH2:21][CH:20]([C:24](O)=[O:25])[CH2:19]3)[N:17]=2)[CH:6]=[CH:7][C:8]=1[O:9][CH3:10].[NH2:30][C:31]1[CH:32]=[CH:33][C:34]([C:37]([O:39][CH3:40])=[O:38])=[N:35][CH:36]=1.CN1C=CN=C1.CCN=C=NCCCN(C)C. Product: [CH3:1][O:2][C:3]1[CH:4]=[C:5]([NH:11][C:12]2[C:13]3[N:29]=[CH:28][S:27][C:14]=3[N:15]=[C:16]([N:18]3[CH2:23][CH2:22][CH2:21][CH:20]([C:24]([NH:30][C:31]4[CH:32]=[CH:33][C:34]([C:37]([O:39][CH3:40])=[O:38])=[N:35][CH:36]=4)=[O:25])[CH2:19]3)[N:17]=2)[CH:6]=[CH:7][C:8]=1[O:9][CH3:10]. The catalyst class is: 4. (5) Reactant: Cl.O.[NH:3]1[CH2:8][CH2:7][C:6](=[O:9])[CH2:5][CH2:4]1.C(=O)(O)[O-].[Na+].[CH2:15]([O:22][C:23](Cl)=[O:24])[C:16]1[CH:21]=[CH:20][CH:19]=[CH:18][CH:17]=1. Product: [O:9]=[C:6]1[CH2:7][CH2:8][N:3]([C:23]([O:22][CH2:15][C:16]2[CH:21]=[CH:20][CH:19]=[CH:18][CH:17]=2)=[O:24])[CH2:4][CH2:5]1. The catalyst class is: 20.